Task: Predict the reactants needed to synthesize the given product.. Dataset: Full USPTO retrosynthesis dataset with 1.9M reactions from patents (1976-2016) (1) Given the product [F:1][C:2]1[CH:3]=[CH:4][C:5]([C:8]2[N:9]=[C:10]3[CH2:15][NH:14][CH2:13][CH2:12][N:11]3[CH:16]=2)=[CH:6][CH:7]=1, predict the reactants needed to synthesize it. The reactants are: [F:1][C:2]1[CH:7]=[CH:6][C:5]([C:8]2[N:9]=[C:10]3[CH:15]=[N:14][CH:13]=[CH:12][N:11]3[CH:16]=2)=[CH:4][CH:3]=1.[BH4-].[Na+]. (2) Given the product [Cl:1][C:2]1[CH:7]=[CH:6][C:5]([C:8]2[CH:13]=[N:12][N:11]3[C:14](=[O:17])[N:15]([CH2:27][CH:26]([OH:28])[CH2:25][O:29][CH2:30][CH3:31])[N:16]=[C:10]3[C:9]=2[C:18]2[CH:23]=[CH:22][C:21]([Cl:24])=[CH:20][CH:19]=2)=[CH:4][CH:3]=1, predict the reactants needed to synthesize it. The reactants are: [Cl:1][C:2]1[CH:7]=[CH:6][C:5]([C:8]2[CH:13]=[N:12][N:11]3[C:14](=[O:17])[NH:15][N:16]=[C:10]3[C:9]=2[C:18]2[CH:23]=[CH:22][C:21]([Cl:24])=[CH:20][CH:19]=2)=[CH:4][CH:3]=1.[CH2:25]([O:29][CH2:30][CH3:31])[CH:26]1[O:28][CH2:27]1.C([O-])([O-])=O.[K+].[K+]. (3) Given the product [NH2:17][C@H:12]1[CH2:13][CH2:14][CH2:15][CH2:16][C@H:11]1[NH:10][C:7]1[N:8]=[N:9][C:4]([C:1]([NH2:2])=[O:3])=[C:5]([NH:25][C:26]2[CH:31]=[C:30]([CH3:32])[CH:29]=[C:28]([CH2:33][CH2:34][CH3:35])[N:27]=2)[CH:6]=1, predict the reactants needed to synthesize it. The reactants are: [C:1]([C:4]1[N:9]=[N:8][C:7]([NH:10][C@@H:11]2[CH2:16][CH2:15][CH2:14][CH2:13][C@@H:12]2[NH:17]C(=O)OC(C)(C)C)=[CH:6][C:5]=1[NH:25][C:26]1[CH:31]=[C:30]([CH3:32])[CH:29]=[C:28]([CH2:33][CH2:34][CH3:35])[N:27]=1)(=[O:3])[NH2:2].FC(F)(F)C(O)=O. (4) Given the product [N:33]1[CH:30]=[CH:2][CH:3]=[C:4]([CH2:7][CH:8]2[C:16]3[C:11](=[N:12][CH:13]=[C:14]([C:17]4[CH:18]=[C:19]([O:27][CH3:28])[C:20]([O:25][CH3:26])=[C:21]([O:23][CH3:24])[CH:22]=4)[CH:15]=3)[NH:10][C:9]2=[O:29])[CH:5]=1, predict the reactants needed to synthesize it. The reactants are: N1C=[CH:5][C:4]([CH:7]=[C:8]2[C:16]3[C:11](=[N:12][CH:13]=[C:14]([C:17]4[CH:22]=[C:21]([O:23][CH3:24])[C:20]([O:25][CH3:26])=[C:19]([O:27][CH3:28])[CH:18]=4)[CH:15]=3)[NH:10][C:9]2=[O:29])=[CH:3][CH:2]=1.[CH:30]([O-])=O.[NH4+:33]. (5) Given the product [F:1][C:2]1[CH:3]=[C:4]([CH:7]=[CH:8][C:9]=1[N+:10]([O-:12])=[O:11])[C:5]([NH2:6])=[O:14], predict the reactants needed to synthesize it. The reactants are: [F:1][C:2]1[CH:3]=[C:4]([CH:7]=[CH:8][C:9]=1[N+:10]([O-:12])=[O:11])[C:5]#[N:6].C([O-])([O-])=[O:14].[K+].[K+].OO.NC(N)=O.ClCCl. (6) Given the product [C:20]([C:29]1[CH:34]=[C:33]([C:35]([CH3:42])([CH3:41])[CH2:36][C:37]([CH3:40])([CH3:39])[CH3:38])[CH:32]=[C:31]([N:14]=[N:1][C:2]2[CH:3]=[C:4]([C:9]([F:12])([F:10])[F:11])[CH:5]=[CH:6][C:7]=2[Cl:8])[C:30]=1[OH:43])([C:23]1[CH:24]=[CH:25][CH:26]=[CH:27][CH:28]=1)([CH3:22])[CH3:21], predict the reactants needed to synthesize it. The reactants are: [NH2:1][C:2]1[CH:3]=[C:4]([C:9]([F:12])([F:11])[F:10])[CH:5]=[CH:6][C:7]=1[Cl:8].Cl.[N:14]([O-])=O.[Na+].[OH-].[Na+].[C:20]([C:29]1[CH:34]=[C:33]([C:35]([CH3:42])([CH3:41])[CH2:36][C:37]([CH3:40])([CH3:39])[CH3:38])[CH:32]=[CH:31][C:30]=1[OH:43])([C:23]1[CH:28]=[CH:27][CH:26]=[CH:25][CH:24]=1)([CH3:22])[CH3:21]. (7) Given the product [Cl:83][C:81]1[CH:80]=[CH:79][C:78]([N+:84]([O-:86])=[O:85])=[C:77]([NH:17][C:6]2[N:5]=[C:4]3[C:9]([N:10]=[C:2]([CH3:1])[N:3]3[CH:18]3[CH2:23][CH2:22][O:21][CH2:20][CH2:19]3)=[C:8]([C:11]3[CH:16]=[CH:15][N:14]=[CH:13][CH:12]=3)[N:7]=2)[CH:82]=1, predict the reactants needed to synthesize it. The reactants are: [CH3:1][C:2]1[N:3]([CH:18]2[CH2:23][CH2:22][O:21][CH2:20][CH2:19]2)[C:4]2[C:9]([N:10]=1)=[C:8]([C:11]1[CH:16]=[CH:15][N:14]=[CH:13][CH:12]=1)[N:7]=[C:6]([NH2:17])[N:5]=2.C(=O)([O-])[O-].[Cs+].[Cs+].C1C=CC(P(C2C(C3C(P(C4C=CC=CC=4)C4C=CC=CC=4)=CC=C4C=3C=CC=C4)=C3C(C=CC=C3)=CC=2)C2C=CC=CC=2)=CC=1.Br[C:77]1[CH:82]=[C:81]([Cl:83])[CH:80]=[CH:79][C:78]=1[N+:84]([O-:86])=[O:85]. (8) The reactants are: Br[C:2]1[C:14]2[C:13]3[C:8](=[CH:9][C:10]([C:15]([OH:18])([CH3:17])[CH3:16])=[CH:11][CH:12]=3)[NH:7][C:6]=2[C:5]([C:19]([NH2:21])=[O:20])=[CH:4][C:3]=1[Cl:22].[F:23][C:24]1[C:33]2[N:28]([C:29](=[O:51])[N:30]([C:35]3[CH:40]=[CH:39][CH:38]=[C:37](B4OC(C)(C)C(C)(C)O4)[C:36]=3[CH3:50])[C:31](=[O:34])[CH:32]=2)[CH:27]=[CH:26][CH:25]=1.C([O-])([O-])=O.[Cs+].[Cs+]. Given the product [Cl:22][C:3]1[CH:4]=[C:5]([C:19]([NH2:21])=[O:20])[C:6]2[NH:7][C:8]3[C:13]([C:14]=2[C:2]=1[C:37]1[CH:38]=[CH:39][CH:40]=[C:35]([N:30]2[C:31](=[O:34])[CH:32]=[C:33]4[C:24]([F:23])=[CH:25][CH:26]=[CH:27][N:28]4[C:29]2=[O:51])[C:36]=1[CH3:50])=[CH:12][CH:11]=[C:10]([C:15]([OH:18])([CH3:17])[CH3:16])[CH:9]=3, predict the reactants needed to synthesize it. (9) Given the product [F:16][B-:17]([F:20])([F:19])[F:18].[CH3:1][C:2]1[CH:8]=[CH:7][C:6]([N+:9]([O-:11])=[O:10])=[CH:5][C:3]=1[N+:4]#[N:12], predict the reactants needed to synthesize it. The reactants are: [CH3:1][C:2]1[CH:8]=[CH:7][C:6]([N+:9]([O-:11])=[O:10])=[CH:5][C:3]=1[NH2:4].[N:12]([O-])=O.[Na+].[F:16][B-:17]([F:20])([F:19])[F:18].[Na+]. (10) The reactants are: [H-].[K+].[CH3:3][C:4]([S:8]([CH3:11])(=[NH:10])=[O:9])([CH3:7])[C:5]#[N:6].Br[CH2:13][CH2:14][CH2:15][O:16][CH:17]1[CH2:22][CH2:21][CH2:20][CH2:19][O:18]1.C(=O)([O-])O.[Na+]. Given the product [CH3:3][C:4]([S:8]([CH3:11])(=[N:10][CH2:13][CH2:14][CH2:15][O:16][CH:17]1[CH2:22][CH2:21][CH2:20][CH2:19][O:18]1)=[O:9])([CH3:7])[C:5]#[N:6], predict the reactants needed to synthesize it.